Dataset: Reaction yield outcomes from USPTO patents with 853,638 reactions. Task: Predict the reaction yield, written as a fraction of the theoretical maximum amount of product (1.0 means a 100% yield; for example, 0.34 means a 34% yield). (1) The catalyst is CCOCC. The reactants are CN(C)C=O.[H-].[Na+].[NH:8]1[CH:12]=[CH:11][N:10]=[CH:9]1.[Cl:13][C:14]1[CH:15]=[C:16]([CH:30]=[CH:31][CH:32]=1)[O:17][CH2:18][C:19]1[CH:29]=[CH:28][CH:27]=[CH:26][C:20]=1[C:21](Cl)=[N:22][O:23][CH3:24]. The yield is 0.653. The product is [Cl:13][C:14]1[CH:15]=[C:16]([CH:30]=[CH:31][CH:32]=1)[O:17][CH2:18][C:19]1[CH:29]=[CH:28][CH:27]=[CH:26][C:20]=1[C:21]([N:8]1[CH:12]=[CH:11][N:10]=[CH:9]1)=[N:22][O:23][CH3:24]. (2) The reactants are C(=O)([O-])[O-].[Na+].[Na+].[CH2:7]([O:9][C:10](=[O:14])[CH:11](Br)[CH3:12])[CH3:8].[O:15]=[S:16]1(=[O:41])[C:22]2[CH:23]=[C:24]([OH:28])[C:25]([Br:27])=[CH:26][C:21]=2[N:20]([C:29]2[CH:34]=[CH:33][CH:32]=[CH:31][CH:30]=2)[CH2:19][C:18]([CH2:37][CH2:38][CH2:39][CH3:40])([CH2:35][CH3:36])[CH2:17]1. The catalyst is [Br-].C([N+](CCCC)(CCCC)CCCC)CCC.CC#N. The product is [O:41]=[S:16]1(=[O:15])[C:22]2[CH:23]=[C:24]([O:28][CH:11]([C:10]([O:9][CH2:7][CH3:8])=[O:14])[CH3:12])[C:25]([Br:27])=[CH:26][C:21]=2[N:20]([C:29]2[CH:34]=[CH:33][CH:32]=[CH:31][CH:30]=2)[CH2:19][C:18]([CH2:37][CH2:38][CH2:39][CH3:40])([CH2:35][CH3:36])[CH2:17]1. The yield is 0.950.